The task is: Predict which catalyst facilitates the given reaction.. This data is from Catalyst prediction with 721,799 reactions and 888 catalyst types from USPTO. (1) Reactant: [Br:1][C:2]1[CH:7]=[C:6]([O:8][CH:9]([CH3:11])[CH3:10])[CH:5]=[CH:4][C:3]=1[CH3:12].[Br:13]N1C(=O)CCC1=O.CC(N=NC(C#N)(C)C)(C#N)C. Product: [Br:1][C:2]1[CH:7]=[C:6]([O:8][CH:9]([CH3:10])[CH3:11])[CH:5]=[CH:4][C:3]=1[CH2:12][Br:13]. The catalyst class is: 53. (2) Reactant: [Cl:1][C:2]1[N:11]=[CH:10][C:9]2[N:8]([CH2:12][C:13]3[CH:20]=[CH:19][CH:18]=[CH:17][C:14]=3[C:15]#[N:16])[CH2:7][CH:6]3[CH2:21][O:22][CH2:23][CH2:24][N:5]3[C:4]=2[N:3]=1.S(=O)(=O)(O)[OH:26]. Product: [Cl:1][C:2]1[N:11]=[CH:10][C:9]2[N:8]([CH2:12][C:13]3[CH:20]=[CH:19][CH:18]=[CH:17][C:14]=3[C:15]([NH2:16])=[O:26])[CH2:7][CH:6]3[CH2:21][O:22][CH2:23][CH2:24][N:5]3[C:4]=2[N:3]=1. The catalyst class is: 13. (3) Reactant: [CH:1]1([NH:7][C:8]([O:16][N:17]2[C:22]([CH3:24])([CH3:23])[CH2:21][CH:20]([O:25][C:26](=[O:28])[CH3:27])[CH2:19][C:18]2([CH3:30])[CH3:29])=[N:9][CH:10]2[CH2:15][CH2:14][CH2:13][CH2:12][CH2:11]2)[CH2:6][CH2:5][CH2:4][CH2:3][CH2:2]1.C(N(CC)CC)C.[C:38](Cl)(=[O:45])[C:39]1[CH:44]=[CH:43][CH:42]=[CH:41][CH:40]=1. Product: [C:38]([N:9]([CH:10]1[CH2:11][CH2:12][CH2:13][CH2:14][CH2:15]1)[C:8]([O:16][N:17]1[C:18]([CH3:30])([CH3:29])[CH2:19][CH:20]([O:25][C:26](=[O:28])[CH3:27])[CH2:21][C:22]1([CH3:24])[CH3:23])=[N:7][CH:1]1[CH2:6][CH2:5][CH2:4][CH2:3][CH2:2]1)(=[O:45])[C:39]1[CH:44]=[CH:43][CH:42]=[CH:41][CH:40]=1. The catalyst class is: 11.